Dataset: Forward reaction prediction with 1.9M reactions from USPTO patents (1976-2016). Task: Predict the product of the given reaction. (1) The product is: [F:9][C:10]1[CH:15]=[C:14]([SH:16])[CH:13]=[C:12]([O:26][CH3:27])[CH:11]=1. Given the reactants C1(OC)C=CC=CC=1.[F:9][C:10]1[CH:15]=[C:14]([S:16]CC2C=CC(OC)=CC=2)[CH:13]=[C:12]([O:26][CH3:27])[CH:11]=1, predict the reaction product. (2) Given the reactants [Br-:1].[Li+].[CH3:3][O:4][N:5]=[CH:6][C@@H:7]([F:41])[C@H:8]([O:31][CH2:32][C:33]1[CH:38]=[CH:37][C:36]([O:39][CH3:40])=[CH:35][CH:34]=1)[C@H:9](OC1C=C(Cl)C(Cl)=CC=1Cl)[CH2:10][O:11][CH2:12][C:13]1[CH:18]=[CH:17][C:16]([O:19][CH3:20])=[CH:15][CH:14]=1.C(OCC)(=O)C, predict the reaction product. The product is: [CH3:3][O:4][N:5]=[CH:6][C@H:7]([F:41])[C@H:8]([O:31][CH2:32][C:33]1[CH:38]=[CH:37][C:36]([O:39][CH3:40])=[CH:35][CH:34]=1)[C@@H:9]([Br:1])[CH2:10][O:11][CH2:12][C:13]1[CH:18]=[CH:17][C:16]([O:19][CH3:20])=[CH:15][CH:14]=1. (3) Given the reactants [C:1]([O:4][CH2:5][CH:6]([OH:23])[C@@H:7]([NH:15][C:16]([O:18][C:19]([CH3:22])([CH3:21])[CH3:20])=[O:17])[CH2:8][C:9]1[CH:14]=[CH:13][CH:12]=[CH:11][CH:10]=1)(=[O:3])[CH3:2].CCN(CC)CC.[CH3:31][S:32](Cl)(=[O:34])=[O:33].O, predict the reaction product. The product is: [C:1]([O:4][CH2:5][C@@H:6]([O:23][S:32]([CH3:31])(=[O:34])=[O:33])[C@@H:7]([NH:15][C:16]([O:18][C:19]([CH3:22])([CH3:21])[CH3:20])=[O:17])[CH2:8][C:9]1[CH:10]=[CH:11][CH:12]=[CH:13][CH:14]=1)(=[O:3])[CH3:2]. (4) Given the reactants [CH3:1][C:2]([CH3:56])([CH2:23][CH2:24][CH2:25][CH2:26][C:27](=[O:55])[CH2:28][CH2:29][CH2:30][CH2:31][C:32]([CH3:54])([CH3:53])[CH2:33][O:34][P:35]([O:45]CC1C=CC=CC=1)([O:37]CC1C=CC=CC=1)=[O:36])[CH2:3][O:4][P:5]([O:15]CC1C=CC=CC=1)([O:7]CC1C=CC=CC=1)=[O:6].[H][H], predict the reaction product. The product is: [CH3:1][C:2]([CH3:56])([CH2:23][CH2:24][CH2:25][CH2:26][C:27](=[O:55])[CH2:28][CH2:29][CH2:30][CH2:31][C:32]([CH3:54])([CH3:53])[CH2:33][O:34][P:35]([OH:45])([OH:37])=[O:36])[CH2:3][O:4][P:5](=[O:6])([OH:7])[OH:15]. (5) The product is: [CH2:1]([O:3][C:4]([C:6]1[CH:7]=[C:8]2[C:13](=[CH:14][CH:15]=1)[NH:12][CH:11]([C:16]1[CH:21]=[CH:20][CH:19]=[C:18]([N:22]([CH:23]([CH3:24])[CH3:25])[C:29]([NH2:30])=[O:28])[CH:17]=1)[C:10]([CH3:26])([CH3:27])[CH2:9]2)=[O:5])[CH3:2]. Given the reactants [CH2:1]([O:3][C:4]([C:6]1[CH:7]=[C:8]2[C:13](=[CH:14][CH:15]=1)[NH:12][CH:11]([C:16]1[CH:21]=[CH:20][CH:19]=[C:18]([NH:22][CH:23]([CH3:25])[CH3:24])[CH:17]=1)[C:10]([CH3:27])([CH3:26])[CH2:9]2)=[O:5])[CH3:2].[O-:28][C:29]#[N:30].[Na+], predict the reaction product.